Dataset: Full USPTO retrosynthesis dataset with 1.9M reactions from patents (1976-2016). Task: Predict the reactants needed to synthesize the given product. Given the product [CH3:19][O:18][C:16]1[CH:15]=[CH:14][C:13]([CH:20]2[CH2:29][CH2:28][C:27]3[CH:26]=[C:25]([OH:30])[CH:24]=[CH:23][C:22]=3[CH2:21]2)=[C:12]([NH:11][CH2:10][CH2:9][CH2:8][CH2:6][C:5]2[CH:37]=[CH:38][C:2]([O:1][CH:40]([CH3:49])[CH2:41][N:43]3[CH2:48][CH2:47][CH2:46][CH2:45][CH2:44]3)=[CH:3][CH:4]=2)[CH:17]=1, predict the reactants needed to synthesize it. The reactants are: [OH:1][C:2]1[CH:38]=[CH:37][C:5]([C:6]([CH2:8][CH2:9][CH2:10][NH:11][C:12]2[CH:17]=[C:16]([O:18][CH3:19])[CH:15]=[CH:14][C:13]=2[CH:20]2[CH2:29][CH2:28][C:27]3[CH:26]=[C:25]([O:30]C(=O)C(C)(C)C)[CH:24]=[CH:23][C:22]=3[CH2:21]2)=O)=[CH:4][CH:3]=1.Cl[CH:40]([CH3:49])[C:41]([N:43]1[CH2:48][CH2:47][CH2:46][CH2:45][CH2:44]1)=O.